Dataset: Full USPTO retrosynthesis dataset with 1.9M reactions from patents (1976-2016). Task: Predict the reactants needed to synthesize the given product. (1) Given the product [CH2:39]([O:38][C:35]1[CH:34]=[CH:33][C:32]([CH:41]2[CH2:46][CH2:45][C:44](=[CH:2][O:3][CH3:4])[CH2:43][CH2:42]2)=[C:31]([F:30])[C:36]=1[F:37])[CH3:40], predict the reactants needed to synthesize it. The reactants are: [Cl-].[CH3:2][O:3][CH2:4][P+](C1C=CC=CC=1)(C1C=CC=CC=1)C1C=CC=CC=1.CC(C)([O-])C.[K+].[F:30][C:31]1[C:36]([F:37])=[C:35]([O:38][CH2:39][CH3:40])[CH:34]=[CH:33][C:32]=1[CH:41]1[CH2:46][CH2:45][C:44](=O)[CH2:43][CH2:42]1.O. (2) Given the product [F:36][C:35]([F:38])([F:37])[C:33]([OH:39])=[O:34].[NH2:7][CH:8]1[CH2:9][CH2:10][CH:11]([CH2:14][NH:15][C:16](=[O:31])[C:17]2[CH:22]=[C:21]([C:23]([F:25])([F:26])[F:24])[CH:20]=[C:19]([C:27]([F:28])([F:29])[F:30])[CH:18]=2)[CH2:12][CH2:13]1, predict the reactants needed to synthesize it. The reactants are: C(OC(=O)[NH:7][C@H:8]1[CH2:13][CH2:12][C@@H:11]([CH2:14][NH:15][C:16](=[O:31])[C:17]2[CH:22]=[C:21]([C:23]([F:26])([F:25])[F:24])[CH:20]=[C:19]([C:27]([F:30])([F:29])[F:28])[CH:18]=2)[CH2:10][CH2:9]1)(C)(C)C.[C:33]([OH:39])([C:35]([F:38])([F:37])[F:36])=[O:34]. (3) Given the product [CH:45]([O:44][C:42](=[O:43])[C@@H:41]([N:40]=[P:38]([O:37][C:28]1[C:29]2[C:34](=[CH:33][CH:32]=[CH:31][CH:30]=2)[CH:35]=[CH:36][C:27]=1[O:9][CH2:8][C@:5]1([F:10])[C@@H:6]([OH:7])[C@:2]([F:1])([CH3:19])[C@H:3]([N:11]2[CH:16]=[CH:15][C:14](=[O:17])[NH:13][C:12]2=[O:18])[O:4]1)=[O:39])[CH3:48])([CH3:46])[CH3:47], predict the reactants needed to synthesize it. The reactants are: [F:1][C@:2]1([CH3:19])[C@H:6]([OH:7])[C@@:5]([F:10])([CH2:8][OH:9])[O:4][C@H:3]1[N:11]1[CH:16]=[CH:15][C:14](=[O:17])[NH:13][C:12]1=[O:18].C([Mg]Cl)(C)(C)C.Cl[C:27]1[CH:36]=[CH:35][C:34]2[C:29](=[CH:30][CH:31]=[CH:32][CH:33]=2)[C:28]=1[O:37][P:38](=[N:40][C@@H:41]([CH3:48])[C:42]([O:44][CH:45]([CH3:47])[CH3:46])=[O:43])=[O:39].CO. (4) Given the product [CH2:1]([O:5][CH2:6][CH2:7][O:8][C:9]1[CH:10]=[CH:11][C:12]([C:15]2[CH:16]=[CH:17][C:18]3[N:24]([CH2:25][CH2:26][CH3:27])[CH2:23][CH2:22][C:21]([C:28]([NH:30][C:31]4[CH:32]=[CH:33][C:34]([S:37]([CH2:38][C:39]5[N:43]([CH2:44][CH2:45][CH2:46][CH3:47])[CH:42]=[N:41][N:40]=5)=[O:57])=[CH:35][CH:36]=4)=[O:29])=[CH:20][C:19]=3[CH:48]=2)=[CH:13][CH:14]=1)[CH2:2][CH2:3][CH3:4], predict the reactants needed to synthesize it. The reactants are: [CH2:1]([O:5][CH2:6][CH2:7][O:8][C:9]1[CH:14]=[CH:13][C:12]([C:15]2[CH:16]=[CH:17][C:18]3[N:24]([CH2:25][CH2:26][CH3:27])[CH2:23][CH2:22][C:21]([C:28]([NH:30][C:31]4[CH:36]=[CH:35][C:34]([S:37][CH2:38][C:39]5[N:43]([CH2:44][CH2:45][CH2:46][CH3:47])[CH:42]=[N:41][N:40]=5)=[CH:33][CH:32]=4)=[O:29])=[CH:20][C:19]=3[CH:48]=2)=[CH:11][CH:10]=1)[CH2:2][CH2:3][CH3:4].ClC1C=CC=C(C(OO)=[O:57])C=1.S([O-])([O-])(=O)=S.[Na+].[Na+]. (5) The reactants are: [NH2:1][C:2]1[CH:3]=[C:4]([C:12]([O:14][CH3:15])=[O:13])[CH:5]=[C:6]([CH:11]=1)[C:7]([O:9][CH3:10])=[O:8].[CH:16]([CH:18]=O)=O.[NH4+:20].[Cl-].[CH2:22]=O.OP(O)(O)=O. Given the product [N:1]1([C:2]2[CH:11]=[C:6]([C:7]([O:9][CH3:10])=[O:8])[CH:5]=[C:4]([CH:3]=2)[C:12]([O:14][CH3:15])=[O:13])[CH:18]=[CH:16][N:20]=[CH:22]1, predict the reactants needed to synthesize it. (6) Given the product [Cl-:9].[OH:14][CH:11]([CH2:12][OH:13])[CH2:10][N+:6]1[CH:7]=[CH:8][N:4]([CH2:1][CH2:2][CH3:3])[CH:5]=1, predict the reactants needed to synthesize it. The reactants are: [CH2:1]([N:4]1[CH:8]=[CH:7][N:6]=[CH:5]1)[CH2:2][CH3:3].[Cl:9][CH2:10][CH:11]([OH:14])[CH2:12][OH:13]. (7) Given the product [NH2:31][C:29]1[C:28](=[O:34])[N:27]([CH3:35])[CH:26]=[C:25]([C:9]2[N:8]([CH2:1][C:2]3[CH:3]=[CH:4][CH:5]=[CH:6][CH:7]=3)[C:12]3[CH:13]=[CH:14][C:15]([C:17]4[CH:18]([CH3:24])[CH2:19][C:20](=[O:23])[NH:21][N:22]=4)=[CH:16][C:11]=3[N:10]=2)[CH:30]=1, predict the reactants needed to synthesize it. The reactants are: [CH2:1]([N:8]1[C:12]2[CH:13]=[CH:14][C:15]([C:17]3[CH:18]([CH3:24])[CH2:19][C:20](=[O:23])[NH:21][N:22]=3)=[CH:16][C:11]=2[N:10]=[C:9]1[C:25]1[CH:30]=[C:29]([N+:31]([O-])=O)[C:28](=[O:34])[N:27]([CH3:35])[CH:26]=1)[C:2]1[CH:7]=[CH:6][CH:5]=[CH:4][CH:3]=1. (8) Given the product [NH2:61][C:56]1[CH:55]=[C:54]([Br:53])[CH:59]=[CH:58][C:57]=1[NH:60][C:34](=[O:35])[CH2:33][CH2:32][CH:30]1[CH2:31][CH:28]([N:27]([CH2:26][C@@H:18]2[C@@H:19]3[C@@H:20]([O:21][C:22]([CH3:24])([CH3:25])[O:23]3)[C@H:16]([N:13]3[C:9]4[N:10]=[CH:11][N:12]=[C:7]([NH:6][CH2:5][C:4]5[CH:38]=[CH:39][C:40]([O:42][CH3:43])=[CH:41][C:3]=5[O:2][CH3:1])[C:8]=4[CH:15]=[CH:14]3)[CH2:17]2)[CH3:37])[CH2:29]1, predict the reactants needed to synthesize it. The reactants are: [CH3:1][O:2][C:3]1[CH:41]=[C:40]([O:42][CH3:43])[CH:39]=[CH:38][C:4]=1[CH2:5][NH:6][C:7]1[C:8]2[CH:15]=[CH:14][N:13]([C@H:16]3[C@@H:20]4[O:21][C:22]([CH3:25])([CH3:24])[O:23][C@@H:19]4[C@@H:18]([CH2:26][N:27]([CH3:37])[CH:28]4[CH2:31][CH:30]([CH2:32][CH2:33][C:34](O)=[O:35])[CH2:29]4)[CH2:17]3)[C:9]=2[N:10]=[CH:11][N:12]=1.C(N(CC)C(C)C)(C)C.[Br:53][C:54]1[CH:55]=[C:56]([NH2:61])[C:57]([NH2:60])=[CH:58][CH:59]=1.